Task: Predict the reactants needed to synthesize the given product.. Dataset: Full USPTO retrosynthesis dataset with 1.9M reactions from patents (1976-2016) (1) Given the product [CH3:9][O:10][C:11]1[CH:16]=[CH:15][C:14]([C:2]2[CH:3]=[C:4]([OH:8])[CH:5]=[N:6][CH:7]=2)=[CH:13][CH:12]=1, predict the reactants needed to synthesize it. The reactants are: Br[C:2]1[CH:3]=[C:4]([OH:8])[CH:5]=[N:6][CH:7]=1.[CH3:9][O:10][C:11]1[CH:16]=[CH:15][C:14](B(O)O)=[CH:13][CH:12]=1.C(=O)([O-])[O-].[K+].[K+]. (2) Given the product [N:39]1([CH2:30][C:28]2[C:27]([C:32]3[CH:37]=[CH:36][CH:35]=[CH:34][CH:33]=3)=[N:26][N:25]([C:23]3[CH:22]=[CH:21][N:20]=[C:19]([NH:18][C:4]4[C:3]([O:2][CH3:1])=[CH:8][C:7]([N:9]5[CH2:10][CH2:11][O:12][CH2:13][CH2:14]5)=[C:6]([NH:15][C:3](=[O:2])[CH:4]=[CH2:5])[CH:5]=4)[N:24]=3)[CH:29]=2)[CH2:42][CH2:41][CH2:40]1, predict the reactants needed to synthesize it. The reactants are: [CH3:1][O:2][C:3]1[CH:8]=[C:7]([N:9]2[CH2:14][CH2:13][O:12][CH2:11][CH2:10]2)[C:6]([N+:15]([O-])=O)=[CH:5][C:4]=1[NH:18][C:19]1[N:24]=[C:23]([N:25]2[CH:29]=[C:28]([CH:30]=O)[C:27]([C:32]3[CH:37]=[CH:36][CH:35]=[CH:34][CH:33]=3)=[N:26]2)[CH:22]=[CH:21][N:20]=1.Cl.[NH:39]1[CH2:42][CH2:41][CH2:40]1. (3) The reactants are: [Br:1][C:2]1[N:7]=[CH:6][C:5]([CH2:8][C:9]#N)=[CH:4][CH:3]=1.[O:11]=S(Cl)Cl.[CH3:15][OH:16]. Given the product [CH3:15][O:16][C:9](=[O:11])[CH2:8][C:5]1[CH:6]=[N:7][C:2]([Br:1])=[CH:3][CH:4]=1, predict the reactants needed to synthesize it.